From a dataset of Full USPTO retrosynthesis dataset with 1.9M reactions from patents (1976-2016). Predict the reactants needed to synthesize the given product. (1) Given the product [NH2:1][C:2]1[S:3][CH:4]=[C:5]([CH2:7][O:8]/[N:9]=[C:10](/[C:16]2[CH:21]=[CH:20][CH:19]=[CH:18][CH:17]=2)\[C:11]2[N:12]([CH3:13])[O:14][C:30](=[O:31])[N:15]=2)[N:6]=1, predict the reactants needed to synthesize it. The reactants are: [NH2:1][C:2]1[S:3][CH:4]=[C:5]([CH2:7][O:8]/[N:9]=[C:10](/[C:16]2[CH:21]=[CH:20][CH:19]=[CH:18][CH:17]=2)\[C:11](=[NH:15])[N:12]([OH:14])[CH3:13])[N:6]=1.C(N(CC)CC)C.Cl[C:30](OC1C=CC(F)=CC=1)=[O:31]. (2) The reactants are: F[C:2]1[CH:7]=[CH:6][C:5]([N+:8]([O-])=O)=[CH:4][C:3]=1[C:11]([F:14])([F:13])[F:12].[NH:15]1[CH:19]=[CH:18][CH:17]=[N:16]1. Given the product [N:15]1([C:2]2[CH:7]=[CH:6][C:5]([NH2:8])=[CH:4][C:3]=2[C:11]([F:14])([F:13])[F:12])[CH:19]=[CH:18][CH:17]=[N:16]1, predict the reactants needed to synthesize it. (3) Given the product [F:46][C:43]([F:44])([F:45])[C:35]1[CH:34]=[C:33]([CH:38]=[C:37]([C:39]([F:40])([F:41])[F:42])[CH:36]=1)[CH2:32][N:25]([C:26]1[N:27]=[N:28][N:29]([CH3:31])[N:30]=1)[C@@H:15]1[C:16]2=[CH:17][C:18]3[CH2:19][O:20][CH2:21][C:22]=3[CH:23]=[C:24]2[N:11]([CH2:10][CH2:9][OH:8])[CH2:12][CH2:13][CH2:14]1, predict the reactants needed to synthesize it. The reactants are: C([O:8][CH2:9][CH2:10][N:11]1[C:24]2[C:16](=[CH:17][C:18]3[CH2:19][O:20][CH2:21][C:22]=3[CH:23]=2)[C@@H:15]([N:25]([CH2:32][C:33]2[CH:38]=[C:37]([C:39]([F:42])([F:41])[F:40])[CH:36]=[C:35]([C:43]([F:46])([F:45])[F:44])[CH:34]=2)[C:26]2[N:27]=[N:28][N:29]([CH3:31])[N:30]=2)[CH2:14][CH2:13][CH2:12]1)C1C=CC=CC=1. (4) Given the product [OH:1][C@@H:2]1[C:10]2[C:5](=[CH:6][CH:7]=[CH:8][CH:9]=2)[CH2:4][C@@:3]1([CH2:20][C:21]1[CH:29]=[CH:28][C:24]([C:25]([NH:37][CH2:38][CH2:39][OH:40])=[O:27])=[CH:23][CH:22]=1)[C:11]1[CH2:12][C:13]2[C:18]([CH:19]=1)=[CH:17][CH:16]=[CH:15][CH:14]=2, predict the reactants needed to synthesize it. The reactants are: [OH:1][C@@H:2]1[C:10]2[C:5](=[CH:6][CH:7]=[CH:8][CH:9]=2)[CH2:4][C@@:3]1([CH2:20][C:21]1[CH:29]=[CH:28][C:24]([C:25]([OH:27])=O)=[CH:23][CH:22]=1)[C:11]1[CH2:12][C:13]2[C:18]([CH:19]=1)=[CH:17][CH:16]=[CH:15][CH:14]=2.CCN(CC)CC.[NH2:37][CH2:38][CH2:39][OH:40].C(P1(=O)OP(CCC)(=O)OP(CCC)(=O)O1)CC. (5) The reactants are: Br[C:2]1[C:7]([CH3:8])=[CH:6][C:5]([N+:9]([O-:11])=[O:10])=[CH:4][C:3]=1[NH:12][C:13](=[O:17])[C:14]([CH3:16])=[CH2:15].C(N(CC)CC)C.C([O-])=O.[Na+]. Given the product [CH3:15][C:14]1([CH3:16])[C:2]2[C:3](=[CH:4][C:5]([N+:9]([O-:11])=[O:10])=[CH:6][C:7]=2[CH3:8])[NH:12][C:13]1=[O:17], predict the reactants needed to synthesize it. (6) Given the product [Cl:1][C:2]1[CH:7]=[CH:6][CH:5]=[CH:4][C:3]=1[S:8]([N:11]1[CH2:16][CH2:15][N:14]([C:17]2[S:18][CH:19]=[C:20]([C:22]([NH2:27])=[O:24])[N:21]=2)[CH2:13][CH2:12]1)(=[O:10])=[O:9], predict the reactants needed to synthesize it. The reactants are: [Cl:1][C:2]1[CH:7]=[CH:6][CH:5]=[CH:4][C:3]=1[S:8]([N:11]1[CH2:16][CH2:15][N:14]([C:17]2[S:18][CH:19]=[C:20]([C:22]([OH:24])=O)[N:21]=2)[CH2:13][CH2:12]1)(=[O:10])=[O:9].CC[N:27]=C=NCCCN(C)C.C1C=CC2N(O)N=NC=2C=1.C([O-])=O.[NH4+].